Task: Predict the reaction yield, written as a fraction of the theoretical maximum amount of product (1.0 means a 100% yield; for example, 0.34 means a 34% yield).. Dataset: Reaction yield outcomes from USPTO patents with 853,638 reactions (1) The reactants are [Cl:1][C:2]1[CH:3]=[C:4]([CH:6]=[CH:7][C:8]=1[Cl:9])[NH2:5].[OH-].[Na+].[CH3:12][C:13]([CH3:18])([CH3:17])[C:14](Cl)=[O:15]. The catalyst is CC(OC)(C)C. The product is [Cl:1][C:2]1[CH:3]=[C:4]([NH:5][C:14](=[O:15])[C:13]([CH3:18])([CH3:17])[CH3:12])[CH:6]=[CH:7][C:8]=1[Cl:9]. The yield is 0.860. (2) The reactants are [CH2:1]([O:3][C:4]([C:6]1[C:15]2[C:10](=[CH:11][CH:12]=[CH:13][CH:14]=2)[C:9]([OH:16])=[CH:8][C:7]=1[OH:17])=[O:5])[CH3:2].C1C(=O)N([Br:25])C(=O)C1. The catalyst is C(#N)C. The product is [CH2:1]([O:3][C:4]([C:6]1[C:15]2[C:10](=[CH:11][CH:12]=[CH:13][CH:14]=2)[C:9]([OH:16])=[C:8]([Br:25])[C:7]=1[OH:17])=[O:5])[CH3:2]. The yield is 0.930. (3) The reactants are C([O:5][C:6](=[O:39])[CH:7]=[CH:8][C:9]1[CH:14]=[CH:13][C:12]([NH:15][C:16]([C:18]2[N:19](COCC[Si](C)(C)C)[CH:20]=[C:21]([C:23]#[N:24])[N:22]=2)=[O:17])=[C:11]([C:33]2[CH2:38][CH2:37][CH2:36][CH2:35][CH:34]=2)[CH:10]=1)(C)(C)C.C(O)(C(F)(F)F)=O.CCO. The catalyst is C(Cl)Cl. The product is [C:23]([C:21]1[N:22]=[C:18]([C:16]([NH:15][C:12]2[CH:13]=[CH:14][C:9]([CH:8]=[CH:7][C:6]([OH:39])=[O:5])=[CH:10][C:11]=2[C:33]2[CH2:38][CH2:37][CH2:36][CH2:35][CH:34]=2)=[O:17])[NH:19][CH:20]=1)#[N:24]. The yield is 0.950.